From a dataset of Forward reaction prediction with 1.9M reactions from USPTO patents (1976-2016). Predict the product of the given reaction. (1) Given the reactants Cl.[CH3:2][NH:3][CH3:4].[Br:5][C:6]1[CH:13]=[CH:12][CH:11]=[CH:10][C:7]=1[CH:8]=O.[BH3-]C#N.[Na+], predict the reaction product. The product is: [Br:5][C:6]1[CH:13]=[CH:12][CH:11]=[CH:10][C:7]=1[CH2:8][N:3]([CH3:4])[CH3:2]. (2) Given the reactants [I:1][CH2:2][C:3]1[CH:17]=[CH:16][C:6]([O:7][C:8]2[CH:9]=[C:10]([CH:13]=[CH:14][CH:15]=2)[C:11]#[N:12])=[CH:5][CH:4]=1.[OH:18][C:19]1[C:24]([C:25]([F:28])([F:27])[F:26])=[C:23]([OH:29])[CH:22]=[CH:21][C:20]=1[C:30](=[O:32])[CH3:31], predict the reaction product. The product is: [I:1][CH2:2][C:3]1[CH:17]=[CH:16][C:6]([O:7][C:8]2[CH:9]=[C:10]([CH:13]=[CH:14][CH:15]=2)[C:11]#[N:12])=[CH:5][CH:4]=1.[C:30]([C:20]1[CH:21]=[CH:22][C:23]([O:29][CH2:2][C:3]2[CH:17]=[CH:16][C:6]([O:7][C:8]3[CH:9]=[C:10]([CH:13]=[CH:14][CH:15]=3)[C:11]#[N:12])=[CH:5][CH:4]=2)=[C:24]([C:25]([F:27])([F:26])[F:28])[C:19]=1[OH:18])(=[O:32])[CH3:31]. (3) Given the reactants FC(F)(F)C(O)=O.[CH2:8]([O:15][C:16](=[O:37])[CH2:17][C@@H:18]([NH2:36])[C:19]([NH:21][C@H:22]([C:27](=[O:35])[NH:28][C:29]1[CH:34]=[CH:33][N:32]=[CH:31][CH:30]=1)[C:23]([CH3:26])([CH3:25])[CH3:24])=[O:20])[C:9]1[CH:14]=[CH:13][CH:12]=[CH:11][CH:10]=1.CO[CH:40]1[CH:44]([C:45]2[CH:50]=[CH:49][C:48]([C:51]3[CH:56]=[CH:55][C:54]([C:57]#[N:58])=[CH:53][CH:52]=3)=[CH:47][CH:46]=2)[CH2:43][CH:42](OC)O1, predict the reaction product. The product is: [CH2:8]([O:15][C:16](=[O:37])[CH2:17][C@@H:18]([N:36]1[CH:42]=[CH:43][C:44]([C:45]2[CH:50]=[CH:49][C:48]([C:51]3[CH:52]=[CH:53][C:54]([C:57]#[N:58])=[CH:55][CH:56]=3)=[CH:47][CH:46]=2)=[CH:40]1)[C:19]([NH:21][C@H:22]([C:27](=[O:35])[NH:28][C:29]1[CH:34]=[CH:33][N:32]=[CH:31][CH:30]=1)[C:23]([CH3:26])([CH3:25])[CH3:24])=[O:20])[C:9]1[CH:10]=[CH:11][CH:12]=[CH:13][CH:14]=1. (4) Given the reactants F[C:2]1[C:10]2[S:9][C:8]([C:11]3[C:12]([NH2:28])=[N:13][CH:14]=[C:15]([C:17]4[CH:18]=[N:19][N:20]([CH:22]5[CH2:27][CH2:26][NH:25][CH2:24][CH2:23]5)[CH:21]=4)[CH:16]=3)=[N:7][C:6]=2[C:5](C(F)(F)F)=[CH:4][CH:3]=1.IC1SC2C=CC=C([O:43][C:44]([F:47])([F:46])[F:45])C=2N=1, predict the reaction product. The product is: [NH:25]1[CH2:26][CH2:27][CH:22]([N:20]2[CH:21]=[C:17]([C:15]3[CH:16]=[C:11]([C:8]4[S:9][C:10]5[CH:2]=[CH:3][CH:4]=[C:5]([O:43][C:44]([F:47])([F:46])[F:45])[C:6]=5[N:7]=4)[C:12]([NH2:28])=[N:13][CH:14]=3)[CH:18]=[N:19]2)[CH2:23][CH2:24]1. (5) Given the reactants [C:1]([OH:9])(=[O:8])[C:2]1[CH:7]=[CH:6][CH:5]=[CH:4][CH:3]=1.[CH3:10][C:11]([CH2:20][CH3:21])([CH:14]([OH:19])[CH:15]([CH3:18])[CH2:16][CH3:17])[CH2:12]O.[C:22]1([CH3:29])[C:23](C)=[CH:24][CH:25]=[CH:26][CH:27]=1.[OH-:30].[Na+], predict the reaction product. The product is: [C:1]([O:9][CH2:10][C:11]([CH3:12])([CH2:20][CH3:21])[CH:14]([O:19][C:29](=[O:30])[C:22]1[CH:23]=[CH:24][CH:25]=[CH:26][CH:27]=1)[CH:15]([CH3:18])[CH2:16][CH3:17])(=[O:8])[C:2]1[CH:7]=[CH:6][CH:5]=[CH:4][CH:3]=1. (6) Given the reactants C1(C[NH:8][CH2:9][CH:10]2[CH:15]([C:16]3[CH:21]=[CH:20][CH:19]=[CH:18][CH:17]=3)[CH2:14][CH2:13][CH2:12][NH:11]2)C=CC=CC=1.[ClH:22].O1CCOCC1.[H][H], predict the reaction product. The product is: [Cl-:22].[Cl-:22].[NH3+:8][CH2:9][CH:10]1[CH:15]([C:16]2[CH:21]=[CH:20][CH:19]=[CH:18][CH:17]=2)[CH2:14][CH2:13][CH2:12][NH2+:11]1. (7) Given the reactants Cl[C:2]1[N:11]=[C:10]([O:12][C:13]2[CH:18]=[CH:17][C:16]([Cl:19])=[CH:15][CH:14]=2)[CH:9]=[CH:8][C:3]=1[C:4]([O:6][CH3:7])=[O:5].[CH2:20]([Mg]Cl)[CH2:21][CH3:22].[NH4+].[Cl-], predict the reaction product. The product is: [Cl:19][C:16]1[CH:17]=[CH:18][C:13]([O:12][C:10]2[CH:9]=[CH:8][C:3]([C:4]([O:6][CH3:7])=[O:5])=[C:2]([CH2:20][CH2:21][CH3:22])[N:11]=2)=[CH:14][CH:15]=1.